From a dataset of Full USPTO retrosynthesis dataset with 1.9M reactions from patents (1976-2016). Predict the reactants needed to synthesize the given product. (1) Given the product [CH3:24][C:23]([CH3:26])([CH3:25])[CH2:22][N:17]1[C:16]2[CH:27]=[CH:28][C:13]([C:32]3[CH:37]=[CH:36][CH:35]=[CH:34][CH:33]=3)=[C:14]([F:29])[C:15]=2[N:19]([CH3:20])[C:18]1=[O:21], predict the reactants needed to synthesize it. The reactants are: C(=O)([O-])[O-].[Cs+].[Cs+].FC(F)(F)S(O[C:13]1[CH:28]=[CH:27][C:16]2[N:17]([CH2:22][C:23]([CH3:26])([CH3:25])[CH3:24])[C:18](=[O:21])[N:19]([CH3:20])[C:15]=2[C:14]=1[F:29])(=O)=O.[C:32]1(B(O)O)[CH:37]=[CH:36][CH:35]=[CH:34][CH:33]=1. (2) The reactants are: [NH2:1][C:2]1[C:6]2[C:7]([O:11][CH2:12][C:13]3[CH:18]=[CH:17][CH:16]=[CH:15][CH:14]=3)=[N:8][CH:9]=[CH:10][C:5]=2[N:4]([C@@:19]2([CH2:32][C:33]#[N:34])[CH2:24][O:23][C@H:22]([C:25]([O:27][C:28]([CH3:31])([CH3:30])[CH3:29])=[O:26])[CH2:21][CH2:20]2)[N:3]=1.Br[C:36]1[CH:41]=[CH:40][C:39]([Cl:42])=[CH:38][CH:37]=1.C(P(C(C)(C)C)C1C=CC=CC=1C1C(C(C)C)=CC(C(C)C)=CC=1C(C)C)(C)(C)C.C([O-])(=O)C.[K+]. Given the product [CH2:12]([O:11][C:7]1[C:6]2[C:2]([NH:1][C:36]3[CH:41]=[CH:40][C:39]([Cl:42])=[CH:38][CH:37]=3)=[N:3][N:4]([C@@:19]3([CH2:32][C:33]#[N:34])[CH2:24][O:23][C@H:22]([C:25]([O:27][C:28]([CH3:29])([CH3:30])[CH3:31])=[O:26])[CH2:21][CH2:20]3)[C:5]=2[CH:10]=[CH:9][N:8]=1)[C:13]1[CH:14]=[CH:15][CH:16]=[CH:17][CH:18]=1, predict the reactants needed to synthesize it.